Task: Regression. Given a peptide amino acid sequence and an MHC pseudo amino acid sequence, predict their binding affinity value. This is MHC class I binding data.. Dataset: Peptide-MHC class I binding affinity with 185,985 pairs from IEDB/IMGT (1) The peptide sequence is EETFKLSYGI. The MHC is HLA-B18:01 with pseudo-sequence HLA-B18:01. The binding affinity (normalized) is 0.0861. (2) The peptide sequence is TYIRPFETKV. The MHC is H-2-Kd with pseudo-sequence H-2-Kd. The binding affinity (normalized) is 0.345. (3) The peptide sequence is RAMDVYCHR. The MHC is HLA-A29:02 with pseudo-sequence HLA-A29:02. The binding affinity (normalized) is 0.0847. (4) The peptide sequence is FPYSTFPII. The MHC is HLA-B35:03 with pseudo-sequence HLA-B35:03. The binding affinity (normalized) is 0.614. (5) The peptide sequence is WVIDTLNGI. The MHC is HLA-B39:01 with pseudo-sequence HLA-B39:01. The binding affinity (normalized) is 0.0847. (6) The peptide sequence is FLLRHYYNKR. The MHC is HLA-A11:01 with pseudo-sequence HLA-A11:01. The binding affinity (normalized) is 0.351. (7) The peptide sequence is VLTHGLASV. The MHC is HLA-A02:06 with pseudo-sequence HLA-A02:06. The binding affinity (normalized) is 0.968.